From a dataset of Reaction yield outcomes from USPTO patents with 853,638 reactions. Predict the reaction yield, written as a fraction of the theoretical maximum amount of product (1.0 means a 100% yield; for example, 0.34 means a 34% yield). The reactants are C([O:3][C:4](=[O:34])[CH2:5][N:6]([C:13]1[CH:18]=[C:17]([Cl:19])[C:16]([O:20][C:21]2[CH:26]=[CH:25][C:24]([O:27]C)=[C:23]([CH:29]([CH2:31][CH3:32])[CH3:30])[CH:22]=2)=[C:15]([Cl:33])[CH:14]=1)[CH2:7][C:8]([O:10]CC)=[O:9])C.B(Br)(Br)Br. The catalyst is C(Cl)Cl. The product is [CH:29]([C:23]1[CH:22]=[C:21]([CH:26]=[CH:25][C:24]=1[OH:27])[O:20][C:16]1[C:15]([Cl:33])=[CH:14][C:13]([N:6]([CH2:7][C:8]([OH:10])=[O:9])[CH2:5][C:4]([OH:34])=[O:3])=[CH:18][C:17]=1[Cl:19])([CH2:31][CH3:32])[CH3:30]. The yield is 0.630.